This data is from Catalyst prediction with 721,799 reactions and 888 catalyst types from USPTO. The task is: Predict which catalyst facilitates the given reaction. (1) Reactant: [C:1]([NH:4][CH:5]([C:15]1[C:20]([Cl:21])=[CH:19][C:18]([C:22]([F:25])([F:24])[F:23])=[CH:17][N:16]=1)[CH2:6][NH:7]C(=O)OC(C)(C)C)(=[O:3])[CH3:2].[F:26][C:27]([F:32])([F:31])[C:28]([OH:30])=[O:29]. Product: [F:26][C:27]([F:32])([F:31])[C:28]([OH:30])=[O:29].[NH2:7][CH2:6][CH:5]([NH:4][C:1](=[O:3])[CH3:2])[C:15]1[C:20]([Cl:21])=[CH:19][C:18]([C:22]([F:23])([F:24])[F:25])=[CH:17][N:16]=1. The catalyst class is: 4. (2) Reactant: [CH3:1][C:2]1[CH:7]=[CH:6][N:5]=[CH:4][C:3]=1[N:8]1[CH2:12][CH2:11][NH:10][C:9]1=[O:13].Br[C:15]1[CH:20]=[CH:19][C:18]([C:21](=[O:23])[CH3:22])=[C:17]([F:24])[CH:16]=1.N[C@@H]1CCCC[C@H]1N.P([O-])([O-])([O-])=O.[K+].[K+].[K+]. Product: [C:21]([C:18]1[CH:19]=[CH:20][C:15]([N:10]2[CH2:11][CH2:12][N:8]([C:3]3[CH:4]=[N:5][CH:6]=[CH:7][C:2]=3[CH3:1])[C:9]2=[O:13])=[CH:16][C:17]=1[F:24])(=[O:23])[CH3:22]. The catalyst class is: 246. (3) Reactant: Br[C:2]1[CH:3]=[CH:4][C:5]2[N:6]([CH2:15][CH2:16][CH2:17][CH2:18][CH2:19][CH2:20][CH2:21][CH3:22])[C:7]3[C:12]([C:13]=2[CH:14]=1)=[CH:11][CH:10]=[CH:9][CH:8]=3.C([Li])CCC.C(O[B:32]1[O:36][C:35]([CH3:38])([CH3:37])[C:34]([CH3:40])([CH3:39])[O:33]1)(C)C. Product: [CH3:39][C:34]1([CH3:40])[C:35]([CH3:38])([CH3:37])[O:36][B:32]([C:2]2[CH:3]=[CH:4][C:5]3[N:6]([CH2:15][CH2:16][CH2:17][CH2:18][CH2:19][CH2:20][CH2:21][CH3:22])[C:7]4[C:12]([C:13]=3[CH:14]=2)=[CH:11][CH:10]=[CH:9][CH:8]=4)[O:33]1. The catalyst class is: 7.